This data is from Full USPTO retrosynthesis dataset with 1.9M reactions from patents (1976-2016). The task is: Predict the reactants needed to synthesize the given product. Given the product [C:14]1([NH:13][C:11]([C:9]2[N:10]=[C:5]3[CH:4]=[CH:3][C:2]([C:20]4[CH:25]=[CH:24][CH:23]=[CH:22][CH:21]=4)=[CH:7][N:6]3[CH:8]=2)=[O:12])[CH:19]=[CH:18][CH:17]=[CH:16][CH:15]=1, predict the reactants needed to synthesize it. The reactants are: I[C:2]1[CH:3]=[CH:4][C:5]2[N:6]([CH:8]=[C:9]([C:11]([NH:13][C:14]3[CH:19]=[CH:18][CH:17]=[CH:16][CH:15]=3)=[O:12])[N:10]=2)[CH:7]=1.[C:20]1(B(O)O)[CH:25]=[CH:24][CH:23]=[CH:22][CH:21]=1.C(=O)([O-])[O-].[Na+].[Na+].C(#N)C.